Dataset: Full USPTO retrosynthesis dataset with 1.9M reactions from patents (1976-2016). Task: Predict the reactants needed to synthesize the given product. (1) Given the product [CH3:15][C@H:12]1[N:11]([C:16]([O:18][C:19]([CH3:20])([CH3:22])[CH3:21])=[O:17])[CH2:10][CH2:9][NH:8][CH2:14][CH2:13]1, predict the reactants needed to synthesize it. The reactants are: C([N:8]1[CH2:14][CH2:13][C@@H:12]([CH3:15])[N:11]([C:16]([O:18][C:19]([CH3:22])([CH3:21])[CH3:20])=[O:17])[CH2:10][CH2:9]1)C1C=CC=CC=1.OCC1(OC[C@@H](O)[C@@H](O)[C@H]1O)O. (2) The reactants are: [CH2:1]([O:8][N:9]1[C:15](=[O:16])[N:14]2[CH2:17][C@H:10]1[CH2:11][CH2:12][C@H:13]2[C:18]([OH:20])=O)[C:2]1[CH:7]=[CH:6][CH:5]=[CH:4][CH:3]=1.[NH2:21][O:22][CH:23]1[CH2:28][CH2:27][N:26]([C:29]([NH:38][C:39](=[O:45])[O:40][C:41]([CH3:44])([CH3:43])[CH3:42])=[N:30][C:31](=[O:37])[O:32][C:33]([CH3:36])([CH3:35])[CH3:34])[CH2:25][CH2:24]1.ON1C2C=CC=CC=2N=N1.Cl.C(N=C=NCCCN(C)C)C. Given the product [CH2:1]([O:8][N:9]1[C:15](=[O:16])[N:14]2[CH2:17][C@H:10]1[CH2:11][CH2:12][C@H:13]2[C:18]([NH:21][O:22][CH:23]1[CH2:24][CH2:25][N:26]([C:29]([NH:38][C:39](=[O:45])[O:40][C:41]([CH3:44])([CH3:43])[CH3:42])=[N:30][C:31](=[O:37])[O:32][C:33]([CH3:35])([CH3:36])[CH3:34])[CH2:27][CH2:28]1)=[O:20])[C:2]1[CH:3]=[CH:4][CH:5]=[CH:6][CH:7]=1, predict the reactants needed to synthesize it. (3) Given the product [OH:30][CH2:29][CH2:28][NH:27][C:5]1[N:6]([C:15]2[CH:20]=[CH:19][C:18]([O:21][CH2:22][C:23]([F:26])([F:25])[F:24])=[CH:17][CH:16]=2)[C:7](=[O:14])[C:8]2[CH:13]=[CH:12][NH:11][C:9]=2[N:10]=1, predict the reactants needed to synthesize it. The reactants are: CS([C:5]1[N:6]([C:15]2[CH:20]=[CH:19][C:18]([O:21][CH2:22][C:23]([F:26])([F:25])[F:24])=[CH:17][CH:16]=2)[C:7](=[O:14])[C:8]2[CH:13]=[CH:12][NH:11][C:9]=2[N:10]=1)(=O)=O.[NH2:27][CH2:28][CH2:29][OH:30]. (4) Given the product [O:50]1[CH2:51][CH2:52][N:47]([C:44]2[CH:45]=[CH:46][C:41]([C:2]3[N:11]=[C:10]([O:12][CH2:13][C@H:14]4[O:19][CH2:18][CH2:17][N:16]([C:20]([O:22][C:23]([CH3:26])([CH3:25])[CH3:24])=[O:21])[CH2:15]4)[C:9]4[C:4](=[N:5][CH:6]=[CH:7][N:8]=4)[CH:3]=3)=[CH:42][CH:43]=2)[CH2:48][CH2:49]1, predict the reactants needed to synthesize it. The reactants are: Cl[C:2]1[N:11]=[C:10]([O:12][CH2:13][C@H:14]2[O:19][CH2:18][CH2:17][N:16]([C:20]([O:22][C:23]([CH3:26])([CH3:25])[CH3:24])=[O:21])[CH2:15]2)[C:9]2[C:4](=[N:5][CH:6]=[CH:7][N:8]=2)[CH:3]=1.C([O-])([O-])=O.[Cs+].[Cs+].CC1(C)C(C)(C)OB([C:41]2[CH:46]=[CH:45][C:44]([N:47]3[CH2:52][CH2:51][O:50][CH2:49][CH2:48]3)=[CH:43][CH:42]=2)O1.O. (5) Given the product [NH2:38][C:2]1[N:7]=[C:6]([C:8]2[S:12][C:11]([CH:13]3[CH2:18][CH2:17][O:16][CH2:15][CH2:14]3)=[N:10][C:9]=2[C:19]2[CH:20]=[CH:21][C:22]([F:37])=[C:23]([NH:25][S:26]([C:29]3[CH:34]=[C:33]([F:35])[CH:32]=[CH:31][C:30]=3[F:36])(=[O:28])=[O:27])[CH:24]=2)[CH:5]=[CH:4][N:3]=1, predict the reactants needed to synthesize it. The reactants are: Cl[C:2]1[N:7]=[C:6]([C:8]2[S:12][C:11]([CH:13]3[CH2:18][CH2:17][O:16][CH2:15][CH2:14]3)=[N:10][C:9]=2[C:19]2[CH:20]=[CH:21][C:22]([F:37])=[C:23]([NH:25][S:26]([C:29]3[CH:34]=[C:33]([F:35])[CH:32]=[CH:31][C:30]=3[F:36])(=[O:28])=[O:27])[CH:24]=2)[CH:5]=[CH:4][N:3]=1.[NH3:38]. (6) Given the product [Br:1][C:2]1[CH:7]=[CH:6][C:5]([C@H:8]2[C@@H:12]([C:13]3[CH:18]=[CH:17][C:16]([Br:19])=[CH:15][CH:14]=3)[N:11]([C:20]([N:39]3[CH2:40][CH2:41][NH:36][C:37](=[O:42])[CH2:38]3)=[O:21])[C:10]([C:23]3[CH:28]=[CH:27][C:26]([C:29]([CH3:32])([CH3:31])[CH3:30])=[CH:25][C:24]=3[O:33][CH2:34][CH3:35])=[N:9]2)=[CH:4][CH:3]=1, predict the reactants needed to synthesize it. The reactants are: [Br:1][C:2]1[CH:7]=[CH:6][C:5]([C@H:8]2[C@@H:12]([C:13]3[CH:18]=[CH:17][C:16]([Br:19])=[CH:15][CH:14]=3)[N:11]([C:20](Cl)=[O:21])[C:10]([C:23]3[CH:28]=[CH:27][C:26]([C:29]([CH3:32])([CH3:31])[CH3:30])=[CH:25][C:24]=3[O:33][CH2:34][CH3:35])=[N:9]2)=[CH:4][CH:3]=1.[NH:36]1[CH2:41][CH2:40][NH:39][CH2:38][C:37]1=[O:42]. (7) Given the product [F:8][C:9]1[CH:10]=[C:11]([CH2:16][C@H:17]([NH:51][C:52](=[O:59])/[CH:53]=[CH:54]/[CH2:55][CH2:56][CH2:57][CH3:58])[C:18](=[O:50])[NH:19][C@H:20]2[CH2:41][O:40][C:39](=[O:42])[C@H:38]3[N:34]([CH2:35][CH2:36][CH2:37]3)[C:33](=[O:43])[C@H:32]([CH3:44])[NH:31][C:30](=[O:45])[C@H:29]([CH3:46])[N:28]([CH3:47])[C:27](=[O:48])[C@H:26]3[N:22]([CH2:23][CH2:24][CH2:25]3)[C:21]2=[O:49])[CH:12]=[C:13]([F:15])[CH:14]=1, predict the reactants needed to synthesize it. The reactants are: FC(F)(F)C([O-])=O.[F:8][C:9]1[CH:10]=[C:11]([CH2:16][C@H:17]([NH3+:51])[C:18](=[O:50])[NH:19][C@H:20]2[CH2:41][O:40][C:39](=[O:42])[C@H:38]3[N:34]([CH2:35][CH2:36][CH2:37]3)[C:33](=[O:43])[C@H:32]([CH3:44])[NH:31][C:30](=[O:45])[C@H:29]([CH3:46])[N:28]([CH3:47])[C:27](=[O:48])[C@H:26]3[N:22]([CH2:23][CH2:24][CH2:25]3)[C:21]2=[O:49])[CH:12]=[C:13]([F:15])[CH:14]=1.[C:52](O)(=[O:59])/[CH:53]=[CH:54]/[CH2:55][CH2:56][CH2:57][CH3:58].CN(C(ON1N=NC2C=CC=NC1=2)=[N+](C)C)C.F[P-](F)(F)(F)(F)F.C(N(C(C)C)C(C)C)C. (8) The reactants are: [CH2:1]([O:3][C:4]([C:6]1[NH:7][C:8]2[C:13]([CH:14]=1)=[CH:12][C:11]([O:15][Si:16]([C:19]([CH3:22])([CH3:21])[CH3:20])([CH3:18])[CH3:17])=[CH:10][CH:9]=2)=[O:5])[CH3:2].CC(C)([O-])C.[K+].[C:29]([O:33][C:34]([N:36]1[CH2:40][CH2:39]OS1(=O)=O)=[O:35])([CH3:32])([CH3:31])[CH3:30]. Given the product [CH2:1]([O:3][C:4]([C:6]1[N:7]([CH2:39][CH2:40][NH:36][C:34]([O:33][C:29]([CH3:32])([CH3:31])[CH3:30])=[O:35])[C:8]2[C:13]([CH:14]=1)=[CH:12][C:11]([O:15][Si:16]([C:19]([CH3:21])([CH3:20])[CH3:22])([CH3:18])[CH3:17])=[CH:10][CH:9]=2)=[O:5])[CH3:2], predict the reactants needed to synthesize it. (9) The reactants are: [H-].[Na+].[F:3][C:4]([F:23])([F:22])[C:5]1[CH:10]=[CH:9][C:8]([C:11]2[CH:12]=[C:13]3[C:18](=[CH:19][CH:20]=2)[NH:17][C:16](=[O:21])[CH2:15][CH2:14]3)=[CH:7][CH:6]=1.Br[CH2:25][C:26]#[N:27]. Given the product [O:21]=[C:16]1[CH2:15][CH2:14][C:13]2[C:18](=[CH:19][CH:20]=[C:11]([C:8]3[CH:7]=[CH:6][C:5]([C:4]([F:3])([F:22])[F:23])=[CH:10][CH:9]=3)[CH:12]=2)[N:17]1[CH2:25][C:26]#[N:27], predict the reactants needed to synthesize it.